This data is from Reaction yield outcomes from USPTO patents with 853,638 reactions. The task is: Predict the reaction yield, written as a fraction of the theoretical maximum amount of product (1.0 means a 100% yield; for example, 0.34 means a 34% yield). (1) The reactants are Cl[C:2]1[C:3]2[CH:14]=[C:13]([C:15]3[CH:20]=[CH:19][CH:18]=[CH:17][CH:16]=3)[CH:12]=[CH:11][C:4]=2[N:5]([CH3:10])[C:6](=[O:9])[CH2:7][N:8]=1.C(C1C=C(B(O)O)C=CC=1)=O.[CH3:32][O:33][C:34]1[CH:35]=[C:36](B(O)O)[CH:37]=[CH:38][CH:39]=1. No catalyst specified. The product is [CH3:32][O:33][C:34]1[CH:39]=[C:38]([C:2]2[C:3]3[CH:14]=[C:13]([C:15]4[CH:20]=[CH:19][CH:18]=[CH:17][CH:16]=4)[CH:12]=[CH:11][C:4]=3[N:5]([CH3:10])[C:6](=[O:9])[CH2:7][N:8]=2)[CH:37]=[CH:36][CH:35]=1. The yield is 0.100. (2) The reactants are [Cl:1][C:2]1[N:3]=[N:4][C:5](Cl)=[CH:6][C:7]=1[C:8]([OH:10])=[O:9].[C:12]([O:16][C:17]([NH:19][C@@H:20]1[CH2:25][C@H:24]([NH:26][C:27]([O:29][C:30]([CH3:33])([CH3:32])[CH3:31])=[O:28])[CH2:23][NH:22][CH2:21]1)=[O:18])([CH3:15])([CH3:14])[CH3:13].CCN(C(C)C)C(C)C. The catalyst is CN(C=O)C. The product is [C:12]([O:16][C:17]([NH:19][CH:20]1[CH2:25][CH:24]([NH:26][C:27]([O:29][C:30]([CH3:33])([CH3:32])[CH3:31])=[O:28])[CH2:23][N:22]([C:5]2[N:4]=[N:3][C:2]([Cl:1])=[C:7]([C:8]([OH:10])=[O:9])[CH:6]=2)[CH2:21]1)=[O:18])([CH3:15])([CH3:14])[CH3:13]. The yield is 0.511. (3) The reactants are [CH2:1]1[C:9]2[C:4](=[CH:5][CH:6]=[CH:7][CH:8]=2)[CH2:3][CH:2]1[OH:10].Cl[C:12]1[N:13]=[C:14]([OH:22])[C:15]2[CH:21]=[CH:20][N:19]=[CH:18][C:16]=2[N:17]=1. No catalyst specified. The product is [CH2:1]1[C:9]2[C:4](=[CH:5][CH:6]=[CH:7][CH:8]=2)[CH2:3][CH:2]1[O:10][C:12]1[N:13]=[C:14]([OH:22])[C:15]2[CH:21]=[CH:20][N:19]=[CH:18][C:16]=2[N:17]=1. The yield is 0.100. (4) The reactants are [Cl:1][C:2]1[CH:3]=[C:4]([NH:10][C@H:11]([C:21]([OH:23])=O)[CH2:12][C:13]2[CH:18]=[CH:17][C:16]([C:19]#[N:20])=[CH:15][CH:14]=2)[CH:5]=[CH:6][C:7]=1[C:8]#[N:9].[CH3:24][C:25]1(C)OC(=O)CC(=O)[O:26]1.S([O-])(O)(=O)=O.[K+]. The catalyst is CN(C1C=CN=CC=1)C.O1CCCC1. The product is [Cl:1][C:2]1[CH:3]=[C:4]([N:10]2[C:25](=[O:26])[CH:24]=[C:21]([OH:23])[CH:11]2[CH2:12][C:13]2[CH:14]=[CH:15][C:16]([C:19]#[N:20])=[CH:17][CH:18]=2)[CH:5]=[CH:6][C:7]=1[C:8]#[N:9]. The yield is 0.340. (5) The reactants are C(O[BH-](OC(=O)C)OC(=O)C)(=O)C.[Na+].[C:15]([O:19][C:20]([N:22]1[CH2:27][CH2:26][CH:25]([NH2:28])[CH2:24][CH2:23]1)=[O:21])([CH3:18])([CH3:17])[CH3:16].[CH3:29][C:30]1[S:31][C:32]([CH:36]=O)=[C:33]([CH3:35])[N:34]=1.C(O)(=O)C.[OH-].[Na+]. The catalyst is ClCCCl. The product is [C:15]([O:19][C:20]([N:22]1[CH2:27][CH2:26][CH:25]([NH:28][CH2:36][C:32]2[S:31][C:30]([CH3:29])=[N:34][C:33]=2[CH3:35])[CH2:24][CH2:23]1)=[O:21])([CH3:18])([CH3:16])[CH3:17]. The yield is 0.690. (6) The reactants are Cl.[NH2:2][CH2:3][C:4]1[CH:13]=[CH:12][CH:11]=[C:10]2[C:5]=1[C:6](=[O:23])[N:7]([CH:15]1[CH2:20][CH2:19][C:18](=[O:21])[NH:17][C:16]1=[O:22])[C:8]([CH3:14])=[N:9]2.C(N(CC)CC)C.[CH3:31][C:32]1[CH:33]=[C:34]([N:39]=[C:40]=[O:41])[CH:35]=[CH:36][C:37]=1[CH3:38]. The catalyst is C1COCC1. The product is [CH3:31][C:32]1[CH:33]=[C:34]([NH:39][C:40]([NH:2][CH2:3][C:4]2[CH:13]=[CH:12][CH:11]=[C:10]3[C:5]=2[C:6](=[O:23])[N:7]([CH:15]2[CH2:20][CH2:19][C:18](=[O:21])[NH:17][C:16]2=[O:22])[C:8]([CH3:14])=[N:9]3)=[O:41])[CH:35]=[CH:36][C:37]=1[CH3:38]. The yield is 0.730.